From a dataset of Reaction yield outcomes from USPTO patents with 853,638 reactions. Predict the reaction yield, written as a fraction of the theoretical maximum amount of product (1.0 means a 100% yield; for example, 0.34 means a 34% yield). (1) The reactants are [NH2:1][C:2]1[CH:3]=[C:4]([CH:8]=[CH:9][C:10]=1[NH2:11])[C:5]([OH:7])=[O:6].[CH3:12][O:13][C:14]1[CH:19]=[CH:18][C:17]([C:20]([C:22]([C:24]2[CH:29]=[CH:28][C:27]([O:30][CH3:31])=[CH:26][CH:25]=2)=O)=O)=[CH:16][CH:15]=1.C(O)(=O)C.O. The catalyst is [OH-].[Na+]. The product is [CH3:31][O:30][C:27]1[CH:26]=[CH:25][C:24]([C:22]2[C:20]([C:17]3[CH:16]=[CH:15][C:14]([O:13][CH3:12])=[CH:19][CH:18]=3)=[N:1][C:2]3[C:10](=[CH:9][CH:8]=[C:4]([C:5]([OH:7])=[O:6])[CH:3]=3)[N:11]=2)=[CH:29][CH:28]=1. The yield is 0.440. (2) The reactants are [C:1]([C:3]([C:15]#[N:16])=[CH:4][C:5]1[CH:6]=[CH:7][C:8]([OH:14])=[C:9]([CH:13]=1)[C:10]([OH:12])=O)#[N:2].[F:17][C:18]([F:31])([F:30])[C:19]1[CH:20]=[C:21]([CH:23]=[C:24]([C:26]([F:29])([F:28])[F:27])[CH:25]=1)[NH2:22]. No catalyst specified. The product is [F:17][C:18]([F:30])([F:31])[C:19]1[CH:20]=[C:21]([NH:22][C:10](=[O:12])[C:9]2[CH:13]=[C:5]([CH:4]=[C:3]([C:1]#[N:2])[C:15]#[N:16])[CH:6]=[CH:7][C:8]=2[OH:14])[CH:23]=[C:24]([C:26]([F:27])([F:29])[F:28])[CH:25]=1. The yield is 0.0910. (3) The reactants are [NH2:1][C:2]1[CH:7]=[CH:6][C:5]([CH2:8][C:9]([O:11][CH2:12][CH3:13])=[O:10])=[C:4]([Cl:14])[CH:3]=1.C(N(CC)CC)C.Cl[C:23](Cl)([O:25]C(=O)OC(Cl)(Cl)Cl)Cl.[O:34]1[CH2:38][CH2:37][CH:36]([O:39][C:40]2[CH:41]=[C:42]([CH:44]=[CH:45][CH:46]=2)[NH2:43])[CH2:35]1. The catalyst is ClCCl. The product is [Cl:14][C:4]1[CH:3]=[C:2]([NH:1][C:23]([NH:43][C:42]2[CH:44]=[CH:45][CH:46]=[C:40]([O:39][CH:36]3[CH2:37][CH2:38][O:34][CH2:35]3)[CH:41]=2)=[O:25])[CH:7]=[CH:6][C:5]=1[CH2:8][C:9]([O:11][CH2:12][CH3:13])=[O:10]. The yield is 0.470. (4) The reactants are B(Br)(Br)Br.[Cl:5][C:6]1[CH:11]=[CH:10][C:9]([CH2:12][C:13]#[N:14])=[CH:8][C:7]=1[O:15]C. The catalyst is C(Cl)Cl. The product is [Cl:5][C:6]1[CH:11]=[CH:10][C:9]([CH2:12][C:13]#[N:14])=[CH:8][C:7]=1[OH:15]. The yield is 0.850. (5) The reactants are [H-].[Na+].[CH3:3][S:4]([NH2:7])(=[O:6])=[O:5].[CH3:8][C:9]1([CH3:34])[C:18]2[N:17]=[C:16]([C:19](O)=[O:20])[CH:15]=[CH:14][C:13]=2[NH:12][CH:11]([C:22]2[CH:27]=[CH:26][CH:25]=[C:24]([N:28]3[CH2:33][CH2:32][O:31][CH2:30][CH2:29]3)[CH:23]=2)[CH2:10]1.C(N1C=CN=C1)(N1C=CN=C1)=O. The catalyst is CN(C)C=O.O. The product is [CH3:8][C:9]1([CH3:34])[C:18]2[N:17]=[C:16]([C:19]([NH:7][S:4]([CH3:3])(=[O:6])=[O:5])=[O:20])[CH:15]=[CH:14][C:13]=2[NH:12][CH:11]([C:22]2[CH:27]=[CH:26][CH:25]=[C:24]([N:28]3[CH2:33][CH2:32][O:31][CH2:30][CH2:29]3)[CH:23]=2)[CH2:10]1. The yield is 0.300. (6) The reactants are Cl[C:2]1[C:7]([CH3:8])=[CH:6][N:5]=[C:4]([NH:9][C:10]2[CH:17]=[CH:16][C:13]([C:14]#[N:15])=[CH:12][CH:11]=2)[N:3]=1.[NH2:18][C:19]1[C:26]([CH3:27])=[CH:25][C:22]([C:23]#[N:24])=[CH:21][C:20]=1[CH3:28].C(N(C(C)C)CC)(C)C.[OH-].[Na+]. The catalyst is C(Cl)Cl.O1CCOCC1.CN1CCCC1=O. The product is [C:14]([C:13]1[CH:16]=[CH:17][C:10]([NH:9][C:4]2[N:3]=[C:2]([NH:18][C:19]3[C:20]([CH3:28])=[CH:21][C:22]([C:23]#[N:24])=[CH:25][C:26]=3[CH3:27])[C:7]([CH3:8])=[CH:6][N:5]=2)=[CH:11][CH:12]=1)#[N:15]. The yield is 0.290. (7) The reactants are [N:1]1([CH:7]2[CH2:12][CH2:11][N:10]([C:13]([O:15][C:16]3[CH:21]=[C:20]([F:22])[CH:19]=[CH:18][C:17]=3/[CH:23]=[C:24]3\[C:25](=[O:35])[N:26]=[C:27]([N:29]4[CH2:34][CH2:33][CH2:32][CH2:31][NH:30]4)[S:28]\3)=[O:14])[CH2:9][CH2:8]2)[CH2:6][CH2:5][CH2:4][CH2:3][CH2:2]1.[ClH:36].O1CCOCC1. The catalyst is CO. The product is [ClH:36].[ClH:36].[N:1]1([CH:7]2[CH2:8][CH2:9][N:10]([C:13]([O:15][C:16]3[CH:21]=[C:20]([F:22])[CH:19]=[CH:18][C:17]=3/[CH:23]=[C:24]3\[C:25](=[O:35])[N:26]=[C:27]([N:29]4[CH2:34][CH2:33][CH2:32][CH2:31][NH:30]4)[S:28]\3)=[O:14])[CH2:11][CH2:12]2)[CH2:2][CH2:3][CH2:4][CH2:5][CH2:6]1. The yield is 0.910. (8) The reactants are CS(C)=O.C(Cl)(=O)C(Cl)=O.[CH2:11]([O:18][C@@H:19]1[CH2:41][C@@H:40]2[C@:35]([CH3:49])([CH2:36][CH2:37][C@H:38]([O:42][CH:43]3[CH2:48][CH2:47][CH2:46][CH2:45][O:44]3)[CH2:39]2)[C@@H:34]2[C@@H:20]1[C@H:21]1[C@:31]([CH3:50])([CH2:32][CH2:33]2)[C@@H:24]([C@H:25]([CH3:30])[CH2:26][CH2:27][CH2:28][OH:29])[CH2:23][CH2:22]1)[C:12]1[CH:17]=[CH:16][CH:15]=[CH:14][CH:13]=1.C(N(C(C)C)CC)(C)C.C([O-])(O)=O.[Na+]. The catalyst is C(Cl)Cl. The product is [CH2:11]([O:18][C@@H:19]1[CH2:41][C@@H:40]2[C@:35]([CH3:49])([CH2:36][CH2:37][C@H:38]([O:42][CH:43]3[CH2:48][CH2:47][CH2:46][CH2:45][O:44]3)[CH2:39]2)[C@@H:34]2[C@@H:20]1[C@H:21]1[C@:31]([CH3:50])([CH2:32][CH2:33]2)[C@@H:24]([C@H:25]([CH3:30])[CH2:26][CH2:27][CH:28]=[O:29])[CH2:23][CH2:22]1)[C:12]1[CH:13]=[CH:14][CH:15]=[CH:16][CH:17]=1. The yield is 0.970. (9) The reactants are Br[CH2:2][C:3]1[CH:8]=[CH:7][C:6]([Cl:9])=[C:5]([O:10][CH3:11])[CH:4]=1.[C-:12]#[N:13].[Na+]. The catalyst is C(O)C. The product is [Cl:9][C:6]1[CH:7]=[CH:8][C:3]([CH2:2][C:12]#[N:13])=[CH:4][C:5]=1[O:10][CH3:11]. The yield is 0.480.